Dataset: Catalyst prediction with 721,799 reactions and 888 catalyst types from USPTO. Task: Predict which catalyst facilitates the given reaction. (1) Reactant: C(OC(=O)[NH:7][C:8]1[CH:13]=[C:12]([CH3:14])[C:11]([CH2:15][NH:16][C:17]([C:19]2[N:20]=[N:21][N:22]([CH2:24][C:25]3[CH:30]=[CH:29][C:28]([C:31]4[CH:36]=[CH:35][CH:34]=[CH:33][CH:32]=4)=[CH:27][CH:26]=3)[CH:23]=2)=[O:18])=[C:10]([CH3:37])[N:9]=1)(C)(C)C.C(O)(C(F)(F)F)=O. Product: [NH2:7][C:8]1[N:9]=[C:10]([CH3:37])[C:11]([CH2:15][NH:16][C:17]([C:19]2[N:20]=[N:21][N:22]([CH2:24][C:25]3[CH:30]=[CH:29][C:28]([C:31]4[CH:36]=[CH:35][CH:34]=[CH:33][CH:32]=4)=[CH:27][CH:26]=3)[CH:23]=2)=[O:18])=[C:12]([CH3:14])[CH:13]=1. The catalyst class is: 2. (2) Reactant: [C:1]([O:5][C:6]([NH:8][CH2:9][CH2:10][C:11]([OH:13])=O)=[O:7])([CH3:4])([CH3:3])[CH3:2].[C:14]([NH:19][NH2:20])(=[O:18])[CH:15]([CH3:17])[CH3:16].F[B-](F)(F)F.N1(OC(N(C)C)=[N+](C)C)C2C=CC=CC=2N=N1.C(N(C(C)C)CC)(C)C. Product: [C:14]([NH:19][NH:20][C:11](=[O:13])[CH2:10][CH2:9][NH:8][C:6](=[O:7])[O:5][C:1]([CH3:2])([CH3:3])[CH3:4])(=[O:18])[CH:15]([CH3:17])[CH3:16]. The catalyst class is: 217.